From a dataset of NCI-60 drug combinations with 297,098 pairs across 59 cell lines. Regression. Given two drug SMILES strings and cell line genomic features, predict the synergy score measuring deviation from expected non-interaction effect. (1) Drug 1: CS(=O)(=O)CCNCC1=CC=C(O1)C2=CC3=C(C=C2)N=CN=C3NC4=CC(=C(C=C4)OCC5=CC(=CC=C5)F)Cl. Drug 2: CC12CCC3C(C1CCC2O)C(CC4=C3C=CC(=C4)O)CCCCCCCCCS(=O)CCCC(C(F)(F)F)(F)F. Cell line: UACC62. Synergy scores: CSS=-1.48, Synergy_ZIP=1.28, Synergy_Bliss=3.02, Synergy_Loewe=-1.07, Synergy_HSA=-0.478. (2) Drug 1: COC1=NC(=NC2=C1N=CN2C3C(C(C(O3)CO)O)O)N. Drug 2: COCCOC1=C(C=C2C(=C1)C(=NC=N2)NC3=CC=CC(=C3)C#C)OCCOC.Cl. Cell line: MDA-MB-435. Synergy scores: CSS=-3.35, Synergy_ZIP=7.71, Synergy_Bliss=9.12, Synergy_Loewe=-1.35, Synergy_HSA=0.186.